Dataset: Experimentally validated miRNA-target interactions with 360,000+ pairs, plus equal number of negative samples. Task: Binary Classification. Given a miRNA mature sequence and a target amino acid sequence, predict their likelihood of interaction. (1) The miRNA is hsa-miR-3689a-3p with sequence CUGGGAGGUGUGAUAUCGUGGU. The protein sequence of the target gene is MSFKREGDDWSQLNVLKKRRVGDLLASYIPEDEALMLRDGRFACAICPHRPVLDTLAMLTAHRAGKKHLSSLQLFYGKKQPGKERKQNPKHQNELRREETKAEAPLLTQTRLITQSALHRAPHYNSCCRRKYRPEAPGPSVSLSPMPPSEVKLQSGKISREPEPAAGPQAEESATVSAPAPMSPTRRRALDHYLTLRSSGWIPDGRGRWVKDENVEFDSDEEEPPDLPLD. Result: 1 (interaction). (2) The miRNA is hsa-miR-6072 with sequence UCCUCAUCACACUGCACCUUAG. The protein sequence of the target gene is MDALDASKLLDEELYSRQLYVLGSPAMQRIQGARVLVSGLQGLGAEVAKNLVLMGVGSLTLHDPHPTCWSDLAAQFLLSEQDLERSRAEASQELLAQLNRAVQVVVHTGDITEDLLLDFQVVVLTAAKLEEQLKVGTLCHKHGVCFLAADTRGLVGQLFCDFGEDFTVQDPTEAEPLTAAIQHISQGSPGILTLRKGANTHYFRDGDLVTFSGIEGMVELNDCDPRSIHVREDGSLEIGDTTTFSRYLRGGAITEVKRPKTVRHKSLDTALLQPHVVAQSSQEVHHAHCLHQAFCALHKF.... Result: 0 (no interaction). (3) The miRNA is mmu-miR-369-3p with sequence AAUAAUACAUGGUUGAUCUUU. The protein sequence of the target gene is MEQDRTTHAEGTRLSPFLIAPPSPISHTEPLAVKLQNGSPLAERPHPEVNGDTKWQSSQSCYGISHMKGSQSSHESPHEDRGYSRCLQNGGIKRTVSEPSLSGLHPNKILKLDQKAKGESNIFEESQERNHGKSSRQPNVSGLSDNGEPVTSTTQESSGADAFPTRNYNGVEIQVLNEQEGEKGRSVTLLKNKIVLMPNGATVSAHSEENTRGELLEKTQCYPDCVSIAVQSTASHVNTPSSQAAIELSHEIPQPSLTSAQINFSQTSSLQLPPEPAAMVTKACDADNASKPAIVPGTCP.... Result: 1 (interaction). (4) The miRNA is hsa-miR-548c-5p with sequence AAAAGUAAUUGCGGUUUUUGCC. The protein sequence of the target gene is MEPGAAELYDQALLGILQHVGNVQDFLRVLFGFLYRKTDFYRLLRHPSDRMGFPPGAAQALVLQVFKTFDHMARQDDEKRKKELEEKIRKKEEEAKALPAAETEKVAVPVPVQEVEIDAAADLSGPQEVEKEEPPGSQDPEHTVTHGLEKAEAPGTVSSAAEGPKDPPVLPRIQEQFQKNPDSYNGAIRENYIWSQDYTDLEVRVPVPKHVMKGKQVSVALSSGTIRVAMVEENGERVLMEGKLTHKINTESSLWSLEPGRCVLVNLSKVGEYWWSAILEGEEPIDIDKINKERSMATVD.... Result: 0 (no interaction).